Binary Classification. Given two protein amino acid sequences, predict whether they physically interact or not. From a dataset of Human Reference Interactome with 51,813 positive PPI pairs across 8,248 proteins, plus equal number of experimentally-validated negative pairs. Protein 1 (ENSG00000187607) has sequence METDLAEMPEKGALSSQDSPHFQEKSTEEGEVAALRLTARSQETVTFKDVAMDFTPEEWGKLDPAQRDVMLENYRNLVSLWLPVSKPESYNLENGKEPLKLERKAPKSSYSAVAVIILFLIPYVHLESWFREITGRRISRS*METDLAEMPEKGALSSQDSPHFQEKSTEEGEVAALRLTARSQETVTFKDVAMDFTPEEWGKLDPAQRDVMLENYRNLVSLWLPVSKPESYNLENGKEPLKLERKAPKSSYSELPFC*METDLAEMPEKGALSSQDSPHFQEKSTEEGEVAALRLTARS.... Protein 2 (ENSG00000184659) has sequence MNLPRAERPRSTPQRSLRDSDGEDGKIDVLGEEEDEDEVEDEEEEARQQFLEQSLQPGLQVARWGGVALPREHIEGGGGPSDPSEFGTKFRAPPRSAAASEDARQPAKPPYSYIALITMAILQNPHKRLTLSGICAFISGRFPYYRRKFPAWQNSIRHNLSLNDCFVKIPREPGHPGKGNYWSLDPASQDMFDNGSFLRRRKRFKRHQLTPGAHLPHPFPLPAAHAALHNPHPGPLLGAPAPPQPVPGAYPNTAPGRRPYALLHPHPLRYLLLSARVYAGAPKKAEGADLATPAPFPCCS.... Result: 0 (the proteins do not interact).